Dataset: Full USPTO retrosynthesis dataset with 1.9M reactions from patents (1976-2016). Task: Predict the reactants needed to synthesize the given product. (1) Given the product [Cl:10][C:11]1[N:16]=[C:15]([O:7][CH:4]2[CH2:5][CH2:6][O:1][CH2:2][CH2:3]2)[C:14]([Cl:18])=[CH:13][N:12]=1, predict the reactants needed to synthesize it. The reactants are: [O:1]1[CH2:6][CH2:5][CH:4]([OH:7])[CH2:3][CH2:2]1.[H-].[Na+].[Cl:10][C:11]1[N:16]=[C:15](Cl)[C:14]([Cl:18])=[CH:13][N:12]=1. (2) Given the product [C:1]1([C:7]2[S:11][C:10]([C:12]([OH:14])=[O:13])=[C:9]([N:15]([C@H:25]3[CH2:26][CH2:27][C@H:28]([O:31][C:33](=[O:34])[NH:32][CH:35]([C:36]([O:38][CH3:39])=[O:37])[CH:40]([CH3:42])[CH3:41])[CH2:29][CH2:30]3)[C:16]([C@H:18]3[CH2:23][CH2:22][C@H:21]([CH3:24])[CH2:20][CH2:19]3)=[O:17])[CH:8]=2)[CH2:6][CH2:5][CH2:4][CH2:3][CH:2]=1, predict the reactants needed to synthesize it. The reactants are: [C:1]1([C:7]2[S:11][C:10]([C:12]([OH:14])=[O:13])=[C:9]([N:15]([C@H:25]3[CH2:30][CH2:29][C@H:28]([OH:31])[CH2:27][CH2:26]3)[C:16]([C@H:18]3[CH2:23][CH2:22][C@H:21]([CH3:24])[CH2:20][CH2:19]3)=[O:17])[CH:8]=2)[CH2:6][CH2:5][CH2:4][CH2:3][CH:2]=1.[N:32]([C@@H:35]([CH:40]([CH3:42])[CH3:41])[C:36]([O:38][CH3:39])=[O:37])=[C:33]=[O:34].O. (3) Given the product [Cl:1][C:2]1[N:10]=[C:9]2[C:5]([N:6]=[C:7]([CH:36]=[O:37])[N:8]2[CH3:11])=[C:4]([N:12]2[CH:17]3[CH2:18][CH2:19][CH:13]2[CH2:14][O:15][CH2:16]3)[N:3]=1, predict the reactants needed to synthesize it. The reactants are: [Cl:1][C:2]1[N:10]=[C:9]2[C:5]([N:6]=[CH:7][N:8]2[CH3:11])=[C:4]([N:12]2[CH:17]3[CH2:18][CH2:19][CH:13]2[CH2:14][O:15][CH2:16]3)[N:3]=1.CN(CCN(C)C)C.[Li]CCCC.CN([CH:36]=[O:37])C.Cl. (4) Given the product [CH:20]1([C@@H:23]([C:30]2[CH:35]=[CH:34][C:33]([CH2:18][CH2:17][C:16]([C:13]3[CH:14]=[CH:15][C:10]([C:3]4[CH:4]=[C:5]([O:8][CH3:9])[CH:6]=[CH:7][C:2]=4[F:1])=[CH:11][CH:12]=3)=[O:19])=[C:32]([OH:37])[CH:31]=2)[C@H:24]([CH3:29])[C:25]([O:27][CH3:28])=[O:26])[CH2:22][CH2:21]1, predict the reactants needed to synthesize it. The reactants are: [F:1][C:2]1[CH:7]=[CH:6][C:5]([O:8][CH3:9])=[CH:4][C:3]=1[C:10]1[CH:15]=[CH:14][C:13]([CH:16]([OH:19])[CH:17]=[CH2:18])=[CH:12][CH:11]=1.[CH:20]1([C@@H:23]([C:30]2[CH:35]=[CH:34][C:33](I)=[C:32]([OH:37])[CH:31]=2)[C@H:24]([CH3:29])[C:25]([O:27][CH3:28])=[O:26])[CH2:22][CH2:21]1.C1(CNCC2CCCCC2)CCCCC1. (5) Given the product [NH2:16][C:6]1[CH:7]=[CH:8][C:9]([C:11]2[S:12][CH:13]=[CH:14][CH:15]=2)=[CH:10][C:5]=1[NH:4][C:3](=[O:24])[N:2]([CH3:1])[CH3:25], predict the reactants needed to synthesize it. The reactants are: [CH3:1][N:2]([CH3:25])[C:3](=[O:24])[NH:4][C:5]1[CH:10]=[C:9]([C:11]2[S:12][CH:13]=[CH:14][CH:15]=2)[CH:8]=[CH:7][C:6]=1[NH:16]C(=O)OC(C)(C)C.C(O)(C(F)(F)F)=O.